From a dataset of Forward reaction prediction with 1.9M reactions from USPTO patents (1976-2016). Predict the product of the given reaction. (1) Given the reactants [OH:1][CH2:2][C@@H:3]1[CH2:5][C@:4]1([CH2:12][N:13]([CH3:21])[C:14](=[O:20])[O:15][C:16]([CH3:19])([CH3:18])[CH3:17])[C:6]1[CH:11]=[CH:10][CH:9]=[CH:8][CH:7]=1.CC(OI1(OC(C)=O)(OC(C)=O)OC(=O)C2C=CC=CC1=2)=O.[OH-].[Na+], predict the reaction product. The product is: [CH:2]([C@@H:3]1[CH2:5][C@:4]1([CH2:12][N:13]([CH3:21])[C:14](=[O:20])[O:15][C:16]([CH3:17])([CH3:18])[CH3:19])[C:6]1[CH:7]=[CH:8][CH:9]=[CH:10][CH:11]=1)=[O:1]. (2) Given the reactants P(Cl)(Cl)([Cl:3])=O.O[C:7]1[C:8]2[CH:21]=[C:20]([CH3:22])[S:19][C:9]=2[N:10]=[C:11]([CH2:13][CH2:14][C:15]([F:18])([F:17])[F:16])[N:12]=1, predict the reaction product. The product is: [Cl:3][C:7]1[C:8]2[CH:21]=[C:20]([CH3:22])[S:19][C:9]=2[N:10]=[C:11]([CH2:13][CH2:14][C:15]([F:18])([F:17])[F:16])[N:12]=1. (3) Given the reactants [CH3:1][O:2][C:3](=[O:34])[CH2:4][C@H:5]1[C:9]2[CH:10]=[CH:11][C:12]([O:14][C@H:15]3[C:23]4[C:18](=[C:19](B5OC(C)(C)C(C)(C)O5)[CH:20]=[CH:21][C:22]=4[F:24])[CH2:17][CH2:16]3)=[CH:13][C:8]=2[O:7][CH2:6]1.Br[C:36]1[C:41]([CH3:42])=[CH:40][C:39]([C:43]2[CH:48]=[N:47][CH:46]=[CH:45][N:44]=2)=[CH:38][C:37]=1[CH3:49].BrC1C=CC(F)=C2C=1CC[C@H]2OC1C=CC2[C@H](CC(OC)=O)COC=2C=1, predict the reaction product. The product is: [CH3:1][O:2][C:3](=[O:34])[CH2:4][C@H:5]1[C:9]2[CH:10]=[CH:11][C:12]([O:14][C@H:15]3[C:23]4[C:18](=[C:19]([C:36]5[C:37]([CH3:49])=[CH:38][C:39]([C:43]6[CH:48]=[N:47][CH:46]=[CH:45][N:44]=6)=[CH:40][C:41]=5[CH3:42])[CH:20]=[CH:21][C:22]=4[F:24])[CH2:17][CH2:16]3)=[CH:13][C:8]=2[O:7][CH2:6]1.